This data is from Peptide-MHC class I binding affinity with 185,985 pairs from IEDB/IMGT. The task is: Regression. Given a peptide amino acid sequence and an MHC pseudo amino acid sequence, predict their binding affinity value. This is MHC class I binding data. (1) The peptide sequence is TLYLQMNSL. The MHC is HLA-A68:01 with pseudo-sequence HLA-A68:01. The binding affinity (normalized) is 0.109. (2) The peptide sequence is RVYEALYYV. The MHC is H-2-Kb with pseudo-sequence H-2-Kb. The binding affinity (normalized) is 0.485. (3) The peptide sequence is DPHGPVQLSYYD. The MHC is HLA-A02:06 with pseudo-sequence HLA-A02:06. The binding affinity (normalized) is 0.174. (4) The peptide sequence is EVHIYYLEK. The MHC is HLA-B40:01 with pseudo-sequence HLA-B40:01. The binding affinity (normalized) is 0.0847. (5) The peptide sequence is PESANLGEEI. The MHC is Mamu-B01 with pseudo-sequence Mamu-B01. The binding affinity (normalized) is 0. (6) The binding affinity (normalized) is 0.315. The MHC is H-2-Kk with pseudo-sequence H-2-Kk. The peptide sequence is IEAEVIPA. (7) The peptide sequence is TTENAAYQV. The MHC is HLA-A02:03 with pseudo-sequence HLA-A02:03. The binding affinity (normalized) is 0. (8) The peptide sequence is NEQMIGQVL. The MHC is HLA-B40:01 with pseudo-sequence HLA-B40:01. The binding affinity (normalized) is 1.00. (9) The peptide sequence is SPAHLINKLL. The MHC is HLA-B35:01 with pseudo-sequence HLA-B35:01. The binding affinity (normalized) is 0.